This data is from Rat liver microsome stability data. The task is: Regression/Classification. Given a drug SMILES string, predict its absorption, distribution, metabolism, or excretion properties. Task type varies by dataset: regression for continuous measurements (e.g., permeability, clearance, half-life) or binary classification for categorical outcomes (e.g., BBB penetration, CYP inhibition). Dataset: rlm. The result is 0 (unstable in rat liver microsomes). The compound is O=C(NOCCO)c1c(Nc2ccc(I)cc2F)c(F)c(=O)n2c1CCCC2.